This data is from Full USPTO retrosynthesis dataset with 1.9M reactions from patents (1976-2016). The task is: Predict the reactants needed to synthesize the given product. The reactants are: [CH2:1]([O:3][C:4]([N:6]1[CH:15]2[CH:10]([C:11]([OH:22])([C:16]#[C:17][Si](C)(C)C)[CH2:12][CH2:13][CH2:14]2)[CH2:9][CH2:8][CH2:7]1)=[O:5])[CH3:2].Br[C:24]1[CH:29]=[CH:28][CH:27]=[C:26]([Cl:30])[CH:25]=1.C1(P(C2C=CC=CC=2)C2C=CC=CC=2)C=CC=CC=1.C(=O)([O-])[O-].[K+].[K+]. Given the product [CH2:1]([O:3][C:4]([N:6]1[CH:15]2[CH:10]([C:11]([C:16]#[C:17][C:24]3[CH:29]=[CH:28][CH:27]=[C:26]([Cl:30])[CH:25]=3)([OH:22])[CH2:12][CH2:13][CH2:14]2)[CH2:9][CH2:8][CH2:7]1)=[O:5])[CH3:2], predict the reactants needed to synthesize it.